From a dataset of Forward reaction prediction with 1.9M reactions from USPTO patents (1976-2016). Predict the product of the given reaction. (1) Given the reactants [Br:1][C:2]1[CH:6]=[CH:5][S:4][C:3]=1[CH:7]=O.[C:9]1([C:15](=[N:22][NH2:23])[C:16]2[CH:21]=[CH:20][CH:19]=[CH:18][CH:17]=2)[CH:14]=[CH:13][CH:12]=[CH:11][CH:10]=1, predict the reaction product. The product is: [Br:1][C:2]1[CH:6]=[CH:5][S:4][C:3]=1/[CH:7]=[N:23]/[N:22]=[C:15]([C:9]1[CH:14]=[CH:13][CH:12]=[CH:11][CH:10]=1)[C:16]1[CH:21]=[CH:20][CH:19]=[CH:18][CH:17]=1. (2) Given the reactants O=[C:2]1[CH2:5][N:4](C(OC(Cl)C)=O)[CH2:3]1.[F:12][C:13]1[CH:19]=[CH:18][C:16]([NH2:17])=[CH:15][CH:14]=1.C(O[BH-](OC(=O)C)OC(=O)C)(=O)C.[Na+], predict the reaction product. The product is: [F:12][C:13]1[CH:19]=[CH:18][C:16]([NH:17][CH:2]2[CH2:3][NH:4][CH2:5]2)=[CH:15][CH:14]=1.